Dataset: Forward reaction prediction with 1.9M reactions from USPTO patents (1976-2016). Task: Predict the product of the given reaction. Given the reactants [CH:1]([C:3]1[S:7][C:6]([C:8]2[CH:16]=[CH:15][C:11]([C:12](O)=[O:13])=[CH:10][CH:9]=2)=[CH:5][CH:4]=1)=[O:2].[N:17]1C=CC=C[CH:18]=1.FC(F)(F)C(OC1C(F)=C(F)C(F)=C(F)C=1F)=O.Cl, predict the reaction product. The product is: [CH:1]([C:3]1[S:7][C:6]([C:8]2[CH:16]=[CH:15][C:11]([C:12]([NH:17][CH3:18])=[O:13])=[CH:10][CH:9]=2)=[CH:5][CH:4]=1)=[O:2].